This data is from hERG Central: cardiac toxicity at 1µM, 10µM, and general inhibition. The task is: Predict hERG channel inhibition at various concentrations. (1) Results: hERG_inhib (hERG inhibition (general)): blocker. The compound is O=C(OCC(=O)N1CCN(C(=O)c2ccco2)CC1)c1cc(S(=O)(=O)Nc2ccc(Cl)cc2)ccc1O. (2) The drug is Cc1nn(Cc2ccc(Cl)cc2)c(C)c1NC(=O)c1c(-c2ccccc2)noc1C. Results: hERG_inhib (hERG inhibition (general)): blocker.